Task: Binary Classification. Given a T-cell receptor sequence (or CDR3 region) and an epitope sequence, predict whether binding occurs between them.. Dataset: TCR-epitope binding with 47,182 pairs between 192 epitopes and 23,139 TCRs (1) The epitope is IYSKHTPINL. The TCR CDR3 sequence is CASSLAGVGNEQFF. Result: 0 (the TCR does not bind to the epitope). (2) The epitope is QIKVRVKMV. The TCR CDR3 sequence is CSVERDTGYEQYF. Result: 0 (the TCR does not bind to the epitope). (3) The epitope is FTISVTTEIL. The TCR CDR3 sequence is CASSQNGGTSGLHEQYF. Result: 1 (the TCR binds to the epitope). (4) The epitope is HSKKKCDEL. The TCR CDR3 sequence is CASRPPGSSNQPQHF. Result: 0 (the TCR does not bind to the epitope). (5) The epitope is KLVALGINAV. The TCR CDR3 sequence is CASNRGDGYTF. Result: 1 (the TCR binds to the epitope). (6) The epitope is QASQEVKNW. The TCR CDR3 sequence is CASSETGLAGVGTDTQYF. Result: 0 (the TCR does not bind to the epitope).